From a dataset of Full USPTO retrosynthesis dataset with 1.9M reactions from patents (1976-2016). Predict the reactants needed to synthesize the given product. (1) Given the product [CH3:15][CH:16]([CH3:32])[C:17]([NH:19][C:20]1[CH:25]=[CH:24][CH:23]=[C:22]([CH:26]2[CH2:31][CH2:30][N:29]([CH2:11][C:10]3[CH:13]=[CH:14][C:7]([N:1]4[CH2:6][CH2:5][O:4][CH2:3][CH2:2]4)=[CH:8][CH:9]=3)[CH2:28][CH2:27]2)[CH:21]=1)=[O:18], predict the reactants needed to synthesize it. The reactants are: [N:1]1([C:7]2[CH:14]=[CH:13][C:10]([CH:11]=O)=[CH:9][CH:8]=2)[CH2:6][CH2:5][O:4][CH2:3][CH2:2]1.[CH3:15][CH:16]([CH3:32])[C:17]([NH:19][C:20]1[CH:25]=[CH:24][CH:23]=[C:22]([CH:26]2[CH2:31][CH2:30][NH:29][CH2:28][CH2:27]2)[CH:21]=1)=[O:18]. (2) Given the product [NH2:5][C:6]1[N:11]=[CH:10][C:9]2[CH:12]([C:15]([OH:17])=[O:16])[CH2:13][CH2:14][C:8]=2[CH:7]=1, predict the reactants needed to synthesize it. The reactants are: CC(C)(C)C([NH:5][C:6]1[N:11]=[CH:10][C:9]2[CH:12]([C:15]([O-:17])=[O:16])[CH2:13][CH2:14][C:8]=2[CH:7]=1)=O.